This data is from Retrosynthesis with 50K atom-mapped reactions and 10 reaction types from USPTO. The task is: Predict the reactants needed to synthesize the given product. (1) Given the product CC(=O)Nc1ccc(N)c(C(O)c2ccccc2Cl)c1, predict the reactants needed to synthesize it. The reactants are: CC(=O)Nc1ccc(N)c(C(=O)c2ccccc2Cl)c1. (2) Given the product N#Cc1ccc(N(Cc2ccc(Cl)cc2)n2cncn2)cc1, predict the reactants needed to synthesize it. The reactants are: ClCc1ccc(Cl)cc1.N#Cc1ccc(Nn2cncn2)cc1. (3) The reactants are: CCOC(=O)C1(COc2ccc(-c3ccc(F)cc3)cc2)CCNC1.O=C=Nc1ccccc1Cl. Given the product CCOC(=O)C1(COc2ccc(-c3ccc(F)cc3)cc2)CCN(C(=O)Nc2ccccc2Cl)C1, predict the reactants needed to synthesize it. (4) Given the product O=C(Nc1cnc(OCC(F)(F)F)c(-c2ccc(Cl)cc2)c1)c1ccccc1, predict the reactants needed to synthesize it. The reactants are: Nc1cnc(OCC(F)(F)F)c(-c2ccc(Cl)cc2)c1.O=C(O)c1ccccc1. (5) Given the product CNS(=O)(=O)c1ccc(Oc2cc(O[C@@H](C)CO)cc(-c3ccc(C4=NC[C@H](C)O4)[nH]3)c2)cn1, predict the reactants needed to synthesize it. The reactants are: CNS(=O)(=O)c1ccc(Oc2cc(O[C@@H](C)COC)cc(-c3ccc(C4=NC[C@H](C)O4)[nH]3)c2)cn1. (6) Given the product CCOC(=O)C1(N2CCN(C(=O)OC(C)(C)C)CC2)CCC1, predict the reactants needed to synthesize it. The reactants are: CC(C)(C)OC(=O)N1CCNCC1.CCOC(=O)C1(Br)CCC1. (7) Given the product CC(Cc1ccc(OCc2cc(=O)c(O)co2)cc1)NCC(O)c1ccc(O)cc1, predict the reactants needed to synthesize it. The reactants are: CC(=O)Cc1ccc(OCc2cc(=O)c(O)co2)cc1.NCC(O)c1ccc(O)cc1.